Dataset: Forward reaction prediction with 1.9M reactions from USPTO patents (1976-2016). Task: Predict the product of the given reaction. (1) Given the reactants [CH2:1]([C:3]1[CH:4]=[N:5][C:6]([N:9]2[CH2:18][CH2:17][C:16]3[C:11](=[CH:12][CH:13]=[CH:14][C:15]=3[O:19][CH:20]3[CH2:23][N:22](C(OC(C)(C)C)=O)[CH2:21]3)[CH2:10]2)=[N:7][CH:8]=1)[CH3:2].[ClH:31].C(OCC)C, predict the reaction product. The product is: [ClH:31].[NH:22]1[CH2:21][CH:20]([O:19][C:15]2[CH:14]=[CH:13][CH:12]=[C:11]3[C:16]=2[CH2:17][CH2:18][N:9]([C:6]2[N:5]=[CH:4][C:3]([CH2:1][CH3:2])=[CH:8][N:7]=2)[CH2:10]3)[CH2:23]1. (2) Given the reactants [C:1]1([C@@H:7]([NH:9][C:10]2[C:15]([N+:16]([O-])=O)=[CH:14][N:13]=[C:12]([C:19]3[CH:28]=[CH:27][CH:26]=[C:25]4[C:20]=3[CH:21]=[CH:22][CH:23]=[N:24]4)[CH:11]=2)[CH3:8])[CH:6]=[CH:5][CH:4]=[CH:3][CH:2]=1.C1([C@@H](NC2C([N+]([O-])=O)=CN=C(Br)C=2)C)C=CC=CC=1.N1C2C=CC=C(B(O)O)C=2C=CC=1.[C:61](=O)([O-])[O-:62].[K+].[K+], predict the reaction product. The product is: [C:1]1([C@@H:7]([N:9]2[C:10]3[CH:11]=[C:12]([C:19]4[CH:28]=[CH:27][CH:26]=[C:25]5[C:20]=4[CH:21]=[CH:22][CH:23]=[N:24]5)[N:13]=[CH:14][C:15]=3[NH:16][C:61]2=[O:62])[CH3:8])[CH:6]=[CH:5][CH:4]=[CH:3][CH:2]=1. (3) Given the reactants [NH2:1][CH2:2][C@H:3]([C:7]1[CH:12]=[CH:11][C:10]([F:13])=[CH:9][CH:8]=1)[CH2:4][CH2:5][OH:6].[OH-].[Na+].Cl[C:17]([O:19][CH2:20][CH3:21])=[O:18], predict the reaction product. The product is: [CH2:20]([O:19][C:17](=[O:18])[NH:1][CH2:2][C@H:3]([C:7]1[CH:8]=[CH:9][C:10]([F:13])=[CH:11][CH:12]=1)[CH2:4][CH2:5][OH:6])[CH3:21]. (4) Given the reactants C([O:8][C:9]1[CH:32]=[CH:31][C:12]([CH2:13][N:14]2[CH:19]([C:20]3[C:25]([O:26][CH3:27])=[CH:24][CH:23]=[CH:22][C:21]=3[O:28][CH3:29])[CH2:18][CH2:17][CH2:16][C:15]2=[O:30])=[CH:11][CH:10]=1)C1C=CC=CC=1, predict the reaction product. The product is: [CH3:29][O:28][C:21]1[CH:22]=[CH:23][CH:24]=[C:25]([O:26][CH3:27])[C:20]=1[CH:19]1[N:14]([CH2:13][C:12]2[CH:31]=[CH:32][C:9]([OH:8])=[CH:10][CH:11]=2)[C:15](=[O:30])[CH2:16][CH2:17][CH2:18]1.